Dataset: Catalyst prediction with 721,799 reactions and 888 catalyst types from USPTO. Task: Predict which catalyst facilitates the given reaction. (1) Reactant: C(OC([N:8]1[C:16]2[C:11](=[CH:12][CH:13]=[C:14]([Cl:17])[CH:15]=2)/[C:10](=[CH:18]/[C:19]2[CH:24]=[C:23]([Cl:25])[CH:22]=[CH:21][C:20]=2[O:26][C:27]([C:30]([O:32][CH2:33][CH3:34])=[O:31])([CH3:29])[CH3:28])/[C:9]1=[O:35])=O)(C)(C)C.[Cl:36][C:37]1[CH:42]=[CH:41][C:40]([F:43])=[CH:39][C:38]=1[CH:44]=[N:45][C:46]([O:48][Si](C)(C)C)=[CH2:47]. Product: [Cl:17][C:14]1[CH:15]=[C:16]2[NH:8][C:9](=[O:35])[C:10]3([CH:18]([C:19]4[CH:24]=[C:23]([Cl:25])[CH:22]=[CH:21][C:20]=4[O:26][C:27]([C:30]([O:32][CH2:33][CH3:34])=[O:31])([CH3:29])[CH3:28])[CH2:48][C:46](=[O:47])[NH:45][CH:44]3[C:38]3[CH:39]=[C:40]([F:43])[CH:41]=[CH:42][C:37]=3[Cl:36])[C:11]2=[CH:12][CH:13]=1. The catalyst class is: 11. (2) Reactant: [F:1][C:2]1[CH:29]=[C:28]([F:30])[CH:27]=[CH:26][C:3]=1[O:4][C:5]1[CH:10]=[CH:9][C:8]([S:11](=[O:14])(=[O:13])[NH2:12])=[CH:7][C:6]=1[C:15]1[NH:19][C:18]([CH3:20])=[C:17]([C:21]([O:23]CC)=[O:22])[CH:16]=1.[OH-].[Li+].C(O)C.O1CCOCC1. Product: [F:1][C:2]1[CH:29]=[C:28]([F:30])[CH:27]=[CH:26][C:3]=1[O:4][C:5]1[CH:10]=[CH:9][C:8]([S:11](=[O:14])(=[O:13])[NH2:12])=[CH:7][C:6]=1[C:15]1[NH:19][C:18]([CH3:20])=[C:17]([C:21]([OH:23])=[O:22])[CH:16]=1. The catalyst class is: 6.